From a dataset of Full USPTO retrosynthesis dataset with 1.9M reactions from patents (1976-2016). Predict the reactants needed to synthesize the given product. (1) Given the product [CH2:21]([N:11]1[C:12]2[C:7](=[C:6]([OH:35])[C:5]([C:3]([NH:36][CH2:37][CH2:38][C:39]([OH:41])=[O:40])=[O:4])=[N:14][C:13]=2[C:15]2[CH:20]=[CH:19][N:18]=[N:17][CH:16]=2)[CH:8]=[C:9]([C:29]2[CH:34]=[CH:33][CH:32]=[CH:31][CH:30]=2)[C:10]1=[O:28])[C:22]1[CH:27]=[CH:26][CH:25]=[CH:24][CH:23]=1, predict the reactants needed to synthesize it. The reactants are: CO[C:3]([C:5]1[C:6]([OH:35])=[C:7]2[C:12](=[C:13]([C:15]3[CH:20]=[CH:19][N:18]=[N:17][CH:16]=3)[N:14]=1)[N:11]([CH2:21][C:22]1[CH:27]=[CH:26][CH:25]=[CH:24][CH:23]=1)[C:10](=[O:28])[C:9]([C:29]1[CH:34]=[CH:33][CH:32]=[CH:31][CH:30]=1)=[CH:8]2)=[O:4].[NH2:36][CH2:37][CH2:38][C:39]([OH:41])=[O:40].C[O-].[Na+]. (2) Given the product [C:12]1([S:9]([N:6]2[CH:7]=[CH:8][C:4]([NH:1][C:19](=[O:26])[C:20]3[CH:25]=[CH:24][CH:23]=[CH:22][CH:21]=3)=[CH:5]2)(=[O:11])=[O:10])[CH:17]=[CH:16][CH:15]=[CH:14][CH:13]=1, predict the reactants needed to synthesize it. The reactants are: [N+:1]([C:4]1[CH:8]=[CH:7][N:6]([S:9]([C:12]2[CH:17]=[CH:16][CH:15]=[CH:14][CH:13]=2)(=[O:11])=[O:10])[CH:5]=1)([O-])=O.[Sn].[C:19](O[C:19](=[O:26])[C:20]1[CH:25]=[CH:24][CH:23]=[CH:22][CH:21]=1)(=[O:26])[C:20]1[CH:25]=[CH:24][CH:23]=[CH:22][CH:21]=1.ClC(Cl)C. (3) Given the product [CH3:1][C:2]([O:7][P:16]([C:23]1[CH:24]=[CH:25][CH:26]=[CH:27][CH:28]=1)[C:17]1[CH:22]=[CH:21][CH:20]=[CH:19][CH:18]=1)([CH2:4][CH:5]=[CH2:6])[CH3:3], predict the reactants needed to synthesize it. The reactants are: [CH3:1][C:2]([OH:7])([CH2:4][CH:5]=[CH2:6])[CH3:3].C(N(CC)CC)C.Cl[P:16]([C:23]1[CH:28]=[CH:27][CH:26]=[CH:25][CH:24]=1)[C:17]1[CH:22]=[CH:21][CH:20]=[CH:19][CH:18]=1. (4) Given the product [CH2:1]([NH:8][C@@H:9]1[CH2:14][CH2:13][C@H:12]([NH:15][C:16]2[CH:21]=[C:20]([N:27]([CH2:25][CH3:26])[CH3:28])[C:19]([CH3:23])=[CH:18][N:17]=2)[CH2:11][CH2:10]1)[C:2]1[CH:7]=[CH:6][CH:5]=[CH:4][CH:3]=1, predict the reactants needed to synthesize it. The reactants are: [CH2:1]([NH:8][C@H:9]1[CH2:14][CH2:13][C@@H:12]([NH:15][C:16]2[CH:21]=[C:20](Cl)[C:19]([CH3:23])=[CH:18][N+:17]=2[O-])[CH2:11][CH2:10]1)[C:2]1[CH:7]=[CH:6][CH:5]=[CH:4][CH:3]=1.[CH2:25]([NH:27][CH3:28])[CH3:26].C(O)CCC.C([O-])(O)=O.[Na+]. (5) Given the product [NH2:11][C:9]1[C:10]2[C:2]([C:27]3[CH:26]=[CH:25][C:23]4[N:24]=[C:20]([NH:19][C:17]([NH:16][CH3:15])=[O:18])[S:21][C:22]=4[CH:28]=3)=[CH:3][N:4]([CH:12]([CH3:14])[CH3:13])[C:5]=2[N:6]=[CH:7][N:8]=1, predict the reactants needed to synthesize it. The reactants are: I[C:2]1[C:10]2[C:9]([NH2:11])=[N:8][CH:7]=[N:6][C:5]=2[N:4]([CH:12]([CH3:14])[CH3:13])[CH:3]=1.[CH3:15][NH:16][C:17]([NH:19][C:20]1[S:21][C:22]2[CH:28]=[C:27](B3OC(C)(C)C(C)(C)O3)[CH:26]=[CH:25][C:23]=2[N:24]=1)=[O:18].C([O-])([O-])=O.[Na+].[Na+]. (6) Given the product [F:1][C:2]1[CH:3]=[C:4]([CH:19]=[C:20]([F:22])[CH:21]=1)[CH2:5][C@H:6]([NH:11][C:12](=[O:18])[O:13][C:14]([CH3:16])([CH3:17])[CH3:15])[CH:7]([OH:10])[CH:8]=[CH2:9], predict the reactants needed to synthesize it. The reactants are: [F:1][C:2]1[CH:3]=[C:4]([CH:19]=[C:20]([F:22])[CH:21]=1)[CH2:5][C@H:6]([NH:11][C:12](=[O:18])[O:13][C:14]([CH3:17])([CH3:16])[CH3:15])[C:7](=[O:10])[CH:8]=[CH2:9].[BH4-].[Na+].[Cl-].[Ce+3].[Cl-].[Cl-]. (7) Given the product [NH:36]1[CH2:35][CH2:34][N:33]=[C:32]1[NH:1][C:2]1[CH:3]=[CH:4][C:5]([CH2:8][CH2:9][C:10]2[N:11]=[C:12]([NH:26][C:27](=[O:29])[CH3:28])[S:13][C:14]=2[CH2:15][C:16]2[CH:21]=[CH:20][C:19]([S:22]([CH3:25])(=[O:24])=[O:23])=[CH:18][CH:17]=2)=[CH:6][CH:7]=1, predict the reactants needed to synthesize it. The reactants are: [NH2:1][C:2]1[CH:7]=[CH:6][C:5]([CH2:8][CH2:9][C:10]2[N:11]=[C:12]([NH:26][C:27](=[O:29])[CH3:28])[S:13][C:14]=2[CH2:15][C:16]2[CH:21]=[CH:20][C:19]([S:22]([CH3:25])(=[O:24])=[O:23])=[CH:18][CH:17]=2)=[CH:4][CH:3]=1.CS[C:32]1[N:33](C(OCC)=O)[CH2:34][CH2:35][N:36]=1.CC(O)=O.C([O-])(O)=O.[Na+].